Dataset: Peptide-MHC class II binding affinity with 134,281 pairs from IEDB. Task: Regression. Given a peptide amino acid sequence and an MHC pseudo amino acid sequence, predict their binding affinity value. This is MHC class II binding data. The peptide sequence is AFKVAATAANAAPTN. The MHC is DRB1_0701 with pseudo-sequence DRB1_0701. The binding affinity (normalized) is 0.798.